Dataset: Full USPTO retrosynthesis dataset with 1.9M reactions from patents (1976-2016). Task: Predict the reactants needed to synthesize the given product. (1) Given the product [C:22]([O:11][C:12]1[CH:13]=[CH:14][C:15]([C:18](=[CH:5][C:4]2[CH:7]=[CH:8][C:9]([F:10])=[C:2]([CH3:1])[CH:3]=2)[C:19]([OH:21])=[O:20])=[CH:16][CH:17]=1)(=[O:24])[CH3:23], predict the reactants needed to synthesize it. The reactants are: [CH3:1][C:2]1[CH:3]=[C:4]([CH:7]=[CH:8][C:9]=1[F:10])[CH:5]=O.[OH:11][C:12]1[CH:17]=[CH:16][C:15]([CH2:18][C:19]([OH:21])=[O:20])=[CH:14][CH:13]=1.[C:22](OC(=O)C)(=[O:24])[CH3:23].C(N(C(C)C)CC)(C)C. (2) Given the product [C:12]([C:10]1[C:9]([N:14]2[CH2:15][CH2:16][CH:17]([C:20]([OH:22])=[O:21])[CH2:18][CH2:19]2)=[N:8][C:7]([O:27][CH3:28])=[C:6]([C:5]([O:4][CH:1]([CH3:2])[CH3:3])=[O:29])[CH:11]=1)#[N:13], predict the reactants needed to synthesize it. The reactants are: [CH:1]([O:4][C:5](=[O:29])[C:6]1[CH:11]=[C:10]([C:12]#[N:13])[C:9]([N:14]2[CH2:19][CH2:18][CH:17]([C:20]([O:22]C(C)(C)C)=[O:21])[CH2:16][CH2:15]2)=[N:8][C:7]=1[O:27][CH3:28])([CH3:3])[CH3:2]. (3) Given the product [CH:43]1([N:42]([C:4](=[O:6])[CH2:3][O:2][CH3:1])[CH2:41][CH2:40][C@H:15]2[CH2:16][CH2:17][C@@H:18]([N:20]([CH:37]([CH3:39])[CH3:38])[C:21](=[O:36])[C:22]3[CH:27]=[CH:26][C:25]([O:28][CH3:29])=[C:24]([O:30][CH2:31][CH2:32][CH2:33][O:34][CH3:35])[CH:23]=3)[CH2:19][N:14]2[C:12]([O:11][C:7]([CH3:9])([CH3:8])[CH3:10])=[O:13])[CH2:45][CH2:44]1, predict the reactants needed to synthesize it. The reactants are: [CH3:1][O:2][CH2:3][C:4]([OH:6])=O.[C:7]([O:11][C:12]([N:14]1[CH2:19][C@H:18]([N:20]([CH:37]([CH3:39])[CH3:38])[C:21](=[O:36])[C:22]2[CH:27]=[CH:26][C:25]([O:28][CH3:29])=[C:24]([O:30][CH2:31][CH2:32][CH2:33][O:34][CH3:35])[CH:23]=2)[CH2:17][CH2:16][C@H:15]1[CH2:40][CH2:41][NH:42][CH:43]1[CH2:45][CH2:44]1)=[O:13])([CH3:10])([CH3:9])[CH3:8]. (4) Given the product [F:1][C:2]([F:28])([F:29])[C:3]1[CH:12]=[C:11]2[C:6]([C:7]([OH:27])=[C:8]([C:16]([NH:18][CH2:19][C:20]([OH:22])=[O:21])=[O:17])[C:9](=[O:15])[C:10]2([CH3:14])[CH3:13])=[CH:5][CH:4]=1, predict the reactants needed to synthesize it. The reactants are: [F:1][C:2]([F:29])([F:28])[C:3]1[CH:12]=[C:11]2[C:6]([C:7]([OH:27])=[C:8]([C:16]([NH:18][CH2:19][C:20]([O:22]C(C)(C)C)=[O:21])=[O:17])[C:9](=[O:15])[C:10]2([CH3:14])[CH3:13])=[CH:5][CH:4]=1.C(O)(C(F)(F)F)=O. (5) The reactants are: [CH3:1][C:2]1[C:6]([N:7]2[C:19]3[C:18]4[CH:17]=[C:16]([C:20]5[CH:21]=[N:22][C:23]([N:26]6[CH2:30][CH2:29][CH2:28][CH2:27]6)=[N:24][CH:25]=5)[CH:15]=[CH:14][C:13]=4[N:12]=[CH:11][C:10]=3[N:9]([CH3:31])[C:8]2=[O:32])=[CH:5][N:4]([CH2:33][C:34](O)=[O:35])[N:3]=1.CN(C=O)C.[Cl-].[CH2:43]([NH:45][CH2:46][CH3:47])[CH3:44]. Given the product [CH2:43]([N:45]([CH2:46][CH3:47])[C:34](=[O:35])[CH2:33][N:4]1[CH:5]=[C:6]([N:7]2[C:19]3[C:18]4[CH:17]=[C:16]([C:20]5[CH:21]=[N:22][C:23]([N:26]6[CH2:30][CH2:29][CH2:28][CH2:27]6)=[N:24][CH:25]=5)[CH:15]=[CH:14][C:13]=4[N:12]=[CH:11][C:10]=3[N:9]([CH3:31])[C:8]2=[O:32])[C:2]([CH3:1])=[N:3]1)[CH3:44], predict the reactants needed to synthesize it. (6) Given the product [CH3:59][O:58][C:38]1[CH:37]=[C:36]([CH:35]=[CH:34][CH:33]=1)/[CH:39]=[N:43]/[NH:62][C:25]([C:24]1[CH:23]=[CH:22][C:21]([C:19]([NH:18][C:15]2[CH:16]=[CH:17][C:11]3[N:10]=[C:9]([C:6]4[CH:7]=[CH:8][C:3]([O:2][CH3:1])=[CH:4][CH:5]=4)[NH:13][C:12]=3[CH:14]=2)=[O:20])=[CH:30][CH:29]=1)=[O:26], predict the reactants needed to synthesize it. The reactants are: [CH3:1][O:2][C:3]1[CH:8]=[CH:7][C:6]([C:9]2[NH:13][C:12]3[CH:14]=[C:15]([NH:18][C:19]([C:21]4[CH:30]=[CH:29][C:24]([C:25](OC)=[O:26])=[CH:23][CH:22]=4)=[O:20])[CH:16]=[CH:17][C:11]=3[N:10]=2)=[CH:5][CH:4]=1.CO[C:33]1[CH:38]=[CH:37][C:36]([C:39]2[NH:43]C3C=C(N)C=CC=3N=2)=[CH:35][CH:34]=1.ClC(C1C=CC(C([O:58][CH3:59])=O)=CC=1)=O.[N:62]1C=CC=CC=1. (7) Given the product [C:3]([N:29]1[CH2:28][CH:27]=[C:26]([C:22]2[CH:21]=[C:20]([CH:19]3[N:15]([C:10]4[CH:11]=[CH:12][CH:13]=[CH:14][C:9]=4[Cl:8])[N:16]=[C:17]([C:32]([C:38]([F:41])([F:39])[F:40])([C:34]([F:35])([F:36])[F:37])[OH:33])[CH2:18]3)[CH:25]=[CH:24][CH:23]=2)[CH2:31][CH2:30]1)(=[O:4])[CH3:2], predict the reactants needed to synthesize it. The reactants are: F[C:2](F)(F)[C:3](O)=[O:4].[Cl:8][C:9]1[CH:14]=[CH:13][CH:12]=[CH:11][C:10]=1[N:15]1[CH:19]([C:20]2[CH:25]=[CH:24][CH:23]=[C:22]([C:26]3[CH2:27][CH2:28][NH:29][CH2:30][CH:31]=3)[CH:21]=2)[CH2:18][C:17]([C:32]([C:38]([F:41])([F:40])[F:39])([C:34]([F:37])([F:36])[F:35])[OH:33])=[N:16]1.C(Cl)(=O)C.C(N(CC)CC)C.